Dataset: Reaction yield outcomes from USPTO patents with 853,638 reactions. Task: Predict the reaction yield, written as a fraction of the theoretical maximum amount of product (1.0 means a 100% yield; for example, 0.34 means a 34% yield). The reactants are [OH:1][C:2]1[CH:7]=[CH:6][C:5]([CH2:8][C:9]([O:11][CH2:12][CH3:13])=[O:10])=[CH:4][CH:3]=1.C([O-])([O-])=O.[K+].[K+].Cl[CH2:21][C:22]1[CH:31]=[CH:30][C:29]2[C:24](=[CH:25][CH:26]=[CH:27][CH:28]=2)[N:23]=1. The catalyst is C(#N)C.O. The product is [N:23]1[C:24]2[C:29](=[CH:28][CH:27]=[CH:26][CH:25]=2)[CH:30]=[CH:31][C:22]=1[CH2:21][O:1][C:2]1[CH:3]=[CH:4][C:5]([CH2:8][C:9]([O:11][CH2:12][CH3:13])=[O:10])=[CH:6][CH:7]=1. The yield is 0.950.